This data is from Full USPTO retrosynthesis dataset with 1.9M reactions from patents (1976-2016). The task is: Predict the reactants needed to synthesize the given product. (1) Given the product [Cl:29][C:26]1[CH:27]=[CH:28][C:11]2[N:10]([CH2:30][C:31]([CH3:34])([CH3:33])[CH3:32])[C:9](=[O:35])[C@@H:8]([CH2:7][C:6]([NH:5][C@@H:4]([C:3]([OH:41])=[O:2])[CH2:37][CH2:38][S:39][CH3:40])=[O:36])[O:14][C@H:13]([C:15]3[CH:20]=[CH:19][CH:18]=[C:17]([O:21][CH3:22])[C:16]=3[O:23][CH3:24])[C:12]=2[CH:25]=1, predict the reactants needed to synthesize it. The reactants are: C[O:2][C:3](=[O:41])[C@@H:4]([CH2:37][CH2:38][S:39][CH3:40])[NH:5][C:6](=[O:36])[CH2:7][C@H:8]1[O:14][C@H:13]([C:15]2[CH:20]=[CH:19][CH:18]=[C:17]([O:21][CH3:22])[C:16]=2[O:23][CH3:24])[C:12]2[CH:25]=[C:26]([Cl:29])[CH:27]=[CH:28][C:11]=2[N:10]([CH2:30][C:31]([CH3:34])([CH3:33])[CH3:32])[C:9]1=[O:35].[OH-].[Na+]. (2) Given the product [I:7][C:8]1[CH:16]=[CH:15][CH:14]=[C:13]2[C:9]=1[C:10]([NH:17][C:1](=[O:5])[CH2:2][CH2:3][CH3:4])=[N:11][NH:12]2, predict the reactants needed to synthesize it. The reactants are: [C:1](Cl)(=[O:5])[CH2:2][CH2:3][CH3:4].[I:7][C:8]1[CH:16]=[CH:15][CH:14]=[C:13]2[C:9]=1[C:10]([NH2:17])=[N:11][NH:12]2.